Dataset: NCI-60 drug combinations with 297,098 pairs across 59 cell lines. Task: Regression. Given two drug SMILES strings and cell line genomic features, predict the synergy score measuring deviation from expected non-interaction effect. (1) Drug 1: CS(=O)(=O)CCNCC1=CC=C(O1)C2=CC3=C(C=C2)N=CN=C3NC4=CC(=C(C=C4)OCC5=CC(=CC=C5)F)Cl. Drug 2: C1CN(P(=O)(OC1)NCCCl)CCCl. Cell line: IGROV1. Synergy scores: CSS=-2.14, Synergy_ZIP=2.26, Synergy_Bliss=2.24, Synergy_Loewe=0.242, Synergy_HSA=-0.580. (2) Drug 1: C1=CC(=C2C(=C1NCCNCCO)C(=O)C3=C(C=CC(=C3C2=O)O)O)NCCNCCO. Drug 2: CN(C(=O)NC(C=O)C(C(C(CO)O)O)O)N=O. Cell line: SK-MEL-28. Synergy scores: CSS=38.1, Synergy_ZIP=-7.76, Synergy_Bliss=-2.72, Synergy_Loewe=-37.5, Synergy_HSA=-0.898. (3) Drug 1: C1CCC(C1)C(CC#N)N2C=C(C=N2)C3=C4C=CNC4=NC=N3. Drug 2: CC1=CC2C(CCC3(C2CCC3(C(=O)C)OC(=O)C)C)C4(C1=CC(=O)CC4)C. Cell line: SF-268. Synergy scores: CSS=-10.1, Synergy_ZIP=4.13, Synergy_Bliss=-1.83, Synergy_Loewe=-7.83, Synergy_HSA=-8.09. (4) Drug 1: CC1=C(C=C(C=C1)NC(=O)C2=CC=C(C=C2)CN3CCN(CC3)C)NC4=NC=CC(=N4)C5=CN=CC=C5. Drug 2: C1=NC2=C(N=C(N=C2N1C3C(C(C(O3)CO)O)F)Cl)N. Cell line: HOP-92. Synergy scores: CSS=-0.154, Synergy_ZIP=-3.15, Synergy_Bliss=-2.23, Synergy_Loewe=-29.8, Synergy_HSA=-9.47.